This data is from Reaction yield outcomes from USPTO patents with 853,638 reactions. The task is: Predict the reaction yield, written as a fraction of the theoretical maximum amount of product (1.0 means a 100% yield; for example, 0.34 means a 34% yield). The reactants are [NH2:1][C:2]1[CH:3]=[CH:4][C:5]([O:19][C:20]2[CH:25]=[CH:24][C:23]([Cl:26])=[CH:22][CH:21]=2)=[C:6]([C:8]2[C:9]([O:16][CH2:17][CH3:18])=[CH:10][C:11](=[O:15])[N:12]([CH3:14])[CH:13]=2)[CH:7]=1.[CH2:27]([S:29](Cl)(=[O:31])=[O:30])[CH3:28].C(N(CC)CC)C. The catalyst is ClCCl. The product is [Cl:26][C:23]1[CH:22]=[CH:21][C:20]([O:19][C:5]2[CH:4]=[CH:3][C:2]([NH:1][S:29]([CH2:27][CH3:28])(=[O:31])=[O:30])=[CH:7][C:6]=2[C:8]2[C:9]([O:16][CH2:17][CH3:18])=[CH:10][C:11](=[O:15])[N:12]([CH3:14])[CH:13]=2)=[CH:25][CH:24]=1. The yield is 0.520.